This data is from Full USPTO retrosynthesis dataset with 1.9M reactions from patents (1976-2016). The task is: Predict the reactants needed to synthesize the given product. (1) Given the product [Si:14]([O:13][CH2:12][C:11]1[CH:10]=[C:9]([OH:8])[CH:33]=[C:32]([CH2:34][O:35][C:36]2[CH:41]=[CH:40][C:39]([Cl:42])=[CH:38][C:37]=2[Cl:43])[CH:31]=1)([C:27]([CH3:29])([CH3:28])[CH3:30])([C:21]1[CH:26]=[CH:25][CH:24]=[CH:23][CH:22]=1)[C:15]1[CH:16]=[CH:17][CH:18]=[CH:19][CH:20]=1, predict the reactants needed to synthesize it. The reactants are: C([O:8][C:9]1[CH:10]=[C:11]([CH:31]=[C:32]([CH2:34][O:35][C:36]2[CH:41]=[CH:40][C:39]([Cl:42])=[CH:38][C:37]=2[Cl:43])[CH:33]=1)[CH2:12][O:13][Si:14]([C:27]([CH3:30])([CH3:29])[CH3:28])([C:21]1[CH:26]=[CH:25][CH:24]=[CH:23][CH:22]=1)[C:15]1[CH:20]=[CH:19][CH:18]=[CH:17][CH:16]=1)C1C=CC=CC=1.C(OCC)(=O)C.C(O)C. (2) Given the product [CH:9]1([NH:15][C:16]2[C:21]([CH:22]=[N:2][OH:3])=[CH:20][N:19]=[C:18]3[N:24]([CH2:27][CH3:28])[N:25]=[CH:26][C:17]=23)[CH2:14][CH2:13][CH2:12][CH2:11][CH2:10]1, predict the reactants needed to synthesize it. The reactants are: Cl.[NH2:2][OH:3].C([O-])(=O)C.[Na+].[CH:9]1([NH:15][C:16]2[C:21]([CH:22]=O)=[CH:20][N:19]=[C:18]3[N:24]([CH2:27][CH3:28])[N:25]=[CH:26][C:17]=23)[CH2:14][CH2:13][CH2:12][CH2:11][CH2:10]1. (3) Given the product [CH3:1][O:2][C:3](=[O:33])[CH2:4][NH:5][C:6]1[CH:11]=[CH:10][C:9]([N:12]2[CH:16]=[C:15]([C:17]3[CH:22]=[CH:21][C:20]([Cl:23])=[CH:19][C:18]=3[Cl:24])[N:14]=[C:13]2[CH2:25][C:26]2[CH:31]=[CH:30][C:29]([CH:41]=[CH:40][CH:34]3[CH2:39][CH2:38][CH2:37][CH2:36][CH2:35]3)=[CH:28][CH:27]=2)=[CH:8][CH:7]=1, predict the reactants needed to synthesize it. The reactants are: [CH3:1][O:2][C:3](=[O:33])[CH2:4][NH:5][C:6]1[CH:11]=[CH:10][C:9]([N:12]2[CH:16]=[C:15]([C:17]3[CH:22]=[CH:21][C:20]([Cl:23])=[CH:19][C:18]=3[Cl:24])[N:14]=[C:13]2[CH2:25][C:26]2[CH:31]=[CH:30][C:29](Br)=[CH:28][CH:27]=2)=[CH:8][CH:7]=1.[CH:34]1([CH:40]=[CH:41]B(O)O)[CH2:39][CH2:38][CH2:37][CH2:36][CH2:35]1. (4) Given the product [Br:11][CH:9]([CH3:10])/[C:3](/[O:2][CH3:1])=[CH:4]\[C:5]([O:7][CH3:8])=[O:6], predict the reactants needed to synthesize it. The reactants are: [CH3:1][O:2]/[C:3](/[CH2:9][CH3:10])=[CH:4]/[C:5]([O:7][CH3:8])=[O:6].[Br:11]N1C(=O)CCC1=O.